Dataset: Forward reaction prediction with 1.9M reactions from USPTO patents (1976-2016). Task: Predict the product of the given reaction. Given the reactants C([O:5][C:6](=[O:46])[CH2:7][N:8]1[CH:12]=[C:11]([C:13](=[O:23])[N:14]([CH2:19][CH2:20][CH2:21][CH3:22])[CH2:15][CH2:16][CH2:17][CH3:18])[N:10]=[C:9]1[C:24]1[CH:33]=[CH:32][C:27]([C:28]([O:30][CH3:31])=[O:29])=[CH:26][C:25]=1[C:34]([N:36]1[CH2:45][CH2:44][C:43]2[C:38](=[CH:39][CH:40]=[CH:41][CH:42]=2)[CH2:37]1)=[O:35])(C)(C)C.FC(F)(F)C(O)=O, predict the reaction product. The product is: [CH2:19]([N:14]([CH2:15][CH2:16][CH2:17][CH3:18])[C:13]([C:11]1[N:10]=[C:9]([C:24]2[CH:33]=[CH:32][C:27]([C:28]([O:30][CH3:31])=[O:29])=[CH:26][C:25]=2[C:34]([N:36]2[CH2:45][CH2:44][C:43]3[C:38](=[CH:39][CH:40]=[CH:41][CH:42]=3)[CH2:37]2)=[O:35])[N:8]([CH2:7][C:6]([OH:46])=[O:5])[CH:12]=1)=[O:23])[CH2:20][CH2:21][CH3:22].